From a dataset of Full USPTO retrosynthesis dataset with 1.9M reactions from patents (1976-2016). Predict the reactants needed to synthesize the given product. (1) Given the product [F:23][C:5]1[C:6]([NH:8][C@H:9]2[CH2:14][CH2:13][CH2:12][C@@H:11]([NH:15][C:16]([N:18]3[CH2:22][CH2:21][CH2:20][CH2:19]3)=[O:17])[CH2:10]2)=[N:7][C:2]([C:33]2[C:27]3[C:28](=[N:29][CH:30]=[C:25]([F:24])[CH:26]=3)[N:31]([S:43]([C:46]3[CH:51]=[CH:50][C:49]([CH3:52])=[CH:48][CH:47]=3)(=[O:44])=[O:45])[CH:32]=2)=[N:3][CH:4]=1, predict the reactants needed to synthesize it. The reactants are: Cl[C:2]1[N:7]=[C:6]([NH:8][C@H:9]2[CH2:14][CH2:13][CH2:12][C@@H:11]([NH:15][C:16]([N:18]3[CH2:22][CH2:21][CH2:20][CH2:19]3)=[O:17])[CH2:10]2)[C:5]([F:23])=[CH:4][N:3]=1.[F:24][C:25]1[CH:26]=[C:27]2[C:33](B3OC(C)(C)C(C)(C)O3)=[CH:32][N:31]([S:43]([C:46]3[CH:51]=[CH:50][C:49]([CH3:52])=[CH:48][CH:47]=3)(=[O:45])=[O:44])[C:28]2=[N:29][CH:30]=1.[O-]P([O-])([O-])=O.[K+].[K+].[K+].C1(P(C2CCCCC2)C2C=CC=CC=2C2C(C(C)C)=CC(C(C)C)=CC=2C(C)C)CCCCC1. (2) Given the product [C:5]([C:13]1[CH:14]=[CH:15][C:10]([I:9])=[CH:11][C:12]=1[CH3:16])(=[O:7])[CH3:6], predict the reactants needed to synthesize it. The reactants are: [Cl-].[Cl-].[Cl-].[Al+3].[C:5](Cl)(=[O:7])[CH3:6].[I:9][C:10]1[CH:11]=[C:12]([CH3:16])[CH:13]=[CH:14][CH:15]=1. (3) Given the product [OH:7][CH2:8][CH:2]([NH:1][CH2:22][C:12]1[C:16]2[N:17]=[CH:18][NH:19][C:20](=[O:21])[C:15]=2[NH:14][CH:13]=1)[CH:3]([OH:11])[CH2:4][OH:5], predict the reactants needed to synthesize it. The reactants are: [NH2:1][C@@H:2]1[CH2:8][O:7]C(C)(C)[O:5][CH2:4][C@H:3]1[OH:11].[CH:12]1[C:16]2[N:17]=[CH:18][NH:19][C:20](=[O:21])[C:15]=2[NH:14][CH:13]=1.[CH2:22]=O. (4) Given the product [CH2:15]([C:2]1[CH:7]=[CH:6][CH:5]=[CH:4][C:3]=1[CH2:8][C:9]([O:11][CH3:12])=[O:10])[CH:14]=[CH2:13], predict the reactants needed to synthesize it. The reactants are: I[C:2]1[CH:7]=[CH:6][CH:5]=[CH:4][C:3]=1[CH2:8][C:9]([O:11][CH3:12])=[O:10].[CH2:13]([Sn](CCCC)(CCCC)CCCC)[CH:14]=[CH2:15]. (5) Given the product [C:30]([OH:37])(=[O:36])/[CH:31]=[CH:32]/[C:33]([OH:35])=[O:34].[CH2:1]([N:5]([CH3:29])[CH2:6][CH2:7][CH2:8][CH2:9][CH2:10][N:11]1[C:19]2[C:14](=[CH:15][CH:16]=[CH:17][CH:18]=2)[C:13]2[CH2:20][CH2:21][S:22][C:23]3[CH:28]=[CH:27][CH:26]=[CH:25][C:24]=3[C:12]1=2)[CH2:2][CH2:3][CH3:4], predict the reactants needed to synthesize it. The reactants are: [CH2:1]([N:5]([CH3:29])[CH2:6][CH2:7][CH2:8][CH2:9][CH2:10][N:11]1[C:19]2[C:14](=[CH:15][CH:16]=[CH:17][CH:18]=2)[C:13]2[CH2:20][CH2:21][S:22][C:23]3[CH:28]=[CH:27][CH:26]=[CH:25][C:24]=3[C:12]1=2)[CH2:2][CH2:3][CH3:4].[C:30]([OH:37])(=[O:36])/[CH:31]=[CH:32]/[C:33]([OH:35])=[O:34]. (6) Given the product [NH2:8][C@H:9]([C:17]1[CH:22]=[CH:21][CH:20]=[CH:19][CH:18]=1)[CH2:10][N:34]1[C:33](=[O:52])[C:32]([C:25]2[CH:26]=[CH:27][CH:28]=[C:29]([O:30][CH3:31])[C:24]=2[F:23])=[C:37]([CH3:38])[N:36]([CH2:39][C:40]2[C:45]([C:46]([F:48])([F:49])[F:47])=[CH:44][CH:43]=[CH:42][C:41]=2[F:50])[C:35]1=[O:51].[C:59]([O:62][CH:63]([CH3:65])[CH3:64])(=[O:61])[CH3:60], predict the reactants needed to synthesize it. The reactants are: C(OC([NH:8][C@H:9]([C:17]1[CH:22]=[CH:21][CH:20]=[CH:19][CH:18]=1)[CH2:10]COS(C)(=O)=O)=O)(C)(C)C.[F:23][C:24]1[C:29]([O:30][CH3:31])=[CH:28][CH:27]=[CH:26][C:25]=1[C:32]1[C:33](=[O:52])[NH:34][C:35](=[O:51])[N:36]([CH2:39][C:40]2[C:45]([C:46]([F:49])([F:48])[F:47])=[CH:44][CH:43]=[CH:42][C:41]=2[F:50])[C:37]=1[CH3:38].C(=O)([O-])[O-].[K+].[K+].[C:59]([O:62][CH:63]([CH3:65])[CH3:64])(=[O:61])[CH3:60]. (7) Given the product [CH2:1]([NH:5][C:6]1[CH:11]=[CH:10][CH:9]=[CH:8][CH:7]=1)[C:2]#[CH:3], predict the reactants needed to synthesize it. The reactants are: [CH2:1](Br)[C:2]#[CH:3].[NH2:5][C:6]1[CH:11]=[CH:10][CH:9]=[CH:8][CH:7]=1. (8) Given the product [CH2:20]([N:3]([CH2:1][CH3:2])[S:4]([CH2:7][CH:8]1[CH2:12][CH:11]([C:13]([OH:15])=[O:14])[CH:10]([CH2:18][CH3:19])[CH2:9]1)(=[O:6])=[O:5])[CH3:21], predict the reactants needed to synthesize it. The reactants are: [CH2:1]([N:3]([CH2:20][CH3:21])[S:4]([CH2:7][CH:8]1[CH2:12][CH:11]([C:13]([O:15]CC)=[O:14])[CH:10]([CH2:18][CH3:19])[CH2:9]1)(=[O:6])=[O:5])[CH3:2].[OH-].[Na+]. (9) Given the product [CH3:16][CH:17]([CH3:23])[CH2:18][S:19]([N:9]1[CH2:8][CH2:7][C:6]2([C:4](=[O:5])[N:33]([C:30]3[CH:31]=[CH:32][C:27]([CH2:26][C:25]([F:24])([F:34])[F:35])=[CH:28][CH:29]=3)[CH2:13][CH2:12]2)[CH2:11][CH2:10]1)(=[O:21])=[O:20], predict the reactants needed to synthesize it. The reactants are: C(O[C:4]([C:6]1([CH2:12][CH2:13]OC)[CH2:11][CH2:10][NH:9][CH2:8][CH2:7]1)=[O:5])C.[CH3:16][CH:17]([CH3:23])[CH2:18][S:19](Cl)(=[O:21])=[O:20].[F:24][C:25]([F:35])([F:34])[CH2:26][C:27]1[CH:32]=[CH:31][C:30]([NH2:33])=[CH:29][CH:28]=1.